This data is from Forward reaction prediction with 1.9M reactions from USPTO patents (1976-2016). The task is: Predict the product of the given reaction. (1) Given the reactants I[C:2]1[CH:11]=[C:10]2[C:5]([CH:6]=[C:7]([C:12]3[CH:13]=[CH:14][C:15]4[O:20][CH2:19][C:18](=[O:21])[NH:17][C:16]=4[CH:22]=3)[CH2:8][S:9]2)=[CH:4][CH:3]=1.[CH3:23][O:24][CH2:25][CH2:26][NH2:27], predict the reaction product. The product is: [CH3:23][O:24][CH2:25][CH2:26][NH:27][C:2]1[CH:11]=[C:10]2[C:5]([CH:6]=[C:7]([C:12]3[CH:13]=[CH:14][C:15]4[O:20][CH2:19][C:18](=[O:21])[NH:17][C:16]=4[CH:22]=3)[CH2:8][S:9]2)=[CH:4][CH:3]=1. (2) The product is: [CH3:31][C:30]([O:29][C:27]([N:19]1[C@@H:15]([C:12]2[CH:11]=[CH:10][C:9]([O:8][CH2:7][C:1]3[CH:2]=[CH:3][CH:4]=[CH:5][CH:6]=3)=[CH:14][CH:13]=2)[CH2:16][CH2:17][C@H:18]1[C:20]([OH:22])=[O:21])=[O:26])([CH3:33])[CH3:32]. Given the reactants [C:1]1([CH2:7][O:8][C:9]2[CH:14]=[CH:13][C:12]([C@@H:15]3[NH:19][C@H:18]([C:20]([O:22]C)=[O:21])[CH2:17][CH2:16]3)=[CH:11][CH:10]=2)[CH:6]=[CH:5][CH:4]=[CH:3][CH:2]=1.CO.[O:26](C(OC(C)(C)C)=O)[C:27]([O:29][C:30]([CH3:33])([CH3:32])[CH3:31])=O, predict the reaction product. (3) Given the reactants [Cl:1][C:2]1[CH:3]=[C:4]([N:12]([CH2:22][CH3:23])[C@H:13]2[CH2:18][CH2:17][C@H:16]([N:19]([CH3:21])[CH3:20])[CH2:15][CH2:14]2)[C:5]([CH3:11])=[C:6]([CH:10]=1)[C:7](O)=[O:8].N#N.CN(C(ON1N=NC2C=CC=NC1=2)=[N+](C)C)C.F[P-](F)(F)(F)(F)F.CCN(C(C)C)C(C)C.[CH3:59][O:60][C:61]1[N:65]([CH3:66])[N:64]=[C:63]([C:67]([F:70])([F:69])[F:68])[C:62]=1[CH2:71][NH2:72], predict the reaction product. The product is: [Cl:1][C:2]1[CH:3]=[C:4]([N:12]([CH2:22][CH3:23])[C@H:13]2[CH2:14][CH2:15][C@H:16]([N:19]([CH3:21])[CH3:20])[CH2:17][CH2:18]2)[C:5]([CH3:11])=[C:6]([CH:10]=1)[C:7]([NH:72][CH2:71][C:62]1[C:63]([C:67]([F:69])([F:70])[F:68])=[N:64][N:65]([CH3:66])[C:61]=1[O:60][CH3:59])=[O:8]. (4) Given the reactants C([O:3][C:4](=[O:35])[C:5]([CH3:34])([O:23][C:24]1[CH:29]=[CH:28][C:27]([C:30]([F:33])([F:32])[F:31])=[CH:26][CH:25]=1)[CH2:6][C:7]1[CH:12]=[CH:11][C:10]([O:13][CH2:14][CH2:15][CH:16]2[CH2:20][NH:19][C:18](=[O:21])[N:17]2[CH3:22])=[CH:9][CH:8]=1)C.[H-].[Na+].[C:38]([C:42]1[CH:49]=[CH:48][C:45]([CH2:46]Br)=[CH:44][CH:43]=1)([CH3:41])([CH3:40])[CH3:39], predict the reaction product. The product is: [C:38]([C:42]1[CH:43]=[CH:44][C:45]([CH2:46][N:19]2[CH2:20][CH:16]([CH2:15][CH2:14][O:13][C:10]3[CH:11]=[CH:12][C:7]([CH2:6][C:5]([CH3:34])([O:23][C:24]4[CH:29]=[CH:28][C:27]([C:30]([F:31])([F:33])[F:32])=[CH:26][CH:25]=4)[C:4]([OH:3])=[O:35])=[CH:8][CH:9]=3)[N:17]([CH3:22])[C:18]2=[O:21])=[CH:48][CH:49]=1)([CH3:41])([CH3:39])[CH3:40]. (5) Given the reactants Cl[C:2]1[N:7]=[C:6]([NH:8][CH2:9][CH2:10][NH:11][C:12]2[CH:19]=[CH:18][C:15]([C:16]#[N:17])=[CH:14][N:13]=2)[N:5]2[CH:20]=[C:21]([C:23]([F:26])([F:25])[F:24])[N:22]=[C:4]2[CH:3]=1.[Cl:27][C:28]1[CH:33]=[C:32]([Cl:34])[CH:31]=[CH:30][C:29]=1B(O)O, predict the reaction product. The product is: [Cl:27][C:28]1[CH:33]=[C:32]([Cl:34])[CH:31]=[CH:30][C:29]=1[C:2]1[N:7]=[C:6]([NH:8][CH2:9][CH2:10][NH:11][C:12]2[CH:19]=[CH:18][C:15]([C:16]#[N:17])=[CH:14][N:13]=2)[N:5]2[CH:20]=[C:21]([C:23]([F:26])([F:25])[F:24])[N:22]=[C:4]2[CH:3]=1.